Dataset: CYP2C19 inhibition data for predicting drug metabolism from PubChem BioAssay. Task: Regression/Classification. Given a drug SMILES string, predict its absorption, distribution, metabolism, or excretion properties. Task type varies by dataset: regression for continuous measurements (e.g., permeability, clearance, half-life) or binary classification for categorical outcomes (e.g., BBB penetration, CYP inhibition). Dataset: cyp2c19_veith. The molecule is CC(=O)Nc1ccc(OCC(O)Cn2c3ccccc3c3ccccc32)c(C)c1. The result is 1 (inhibitor).